This data is from Full USPTO retrosynthesis dataset with 1.9M reactions from patents (1976-2016). The task is: Predict the reactants needed to synthesize the given product. Given the product [CH2:1]([CH:4]1[CH:30]=[C:29]([CH3:31])[CH2:28][CH:27]([CH3:32])[CH2:26][CH:25]([O:33][CH3:34])[CH:24]2[O:35][C:20]([OH:39])([CH:21]([CH3:38])[CH2:22][CH:23]2[O:36][CH3:37])[C:19](=[O:40])[C:18](=[O:41])[N:17]2[CH:12]([CH2:13][CH2:14][CH2:15][CH2:16]2)[C:11](=[O:42])[O:10][CH:9]([C:43]([CH3:54])=[CH:44][CH:45]2[CH2:50][CH2:49][CH:48]([O:51][C:78](=[O:79])[CH2:77][CH2:76][CH2:75][CH2:74][CH2:73][CH2:72][C:71]([O:70][Si:69]([C:65]([CH3:67])([CH3:66])[CH3:68])([CH3:82])[CH3:83])=[O:81])[CH:47]([O:52][CH3:53])[CH2:46]2)[CH:8]([CH3:55])[CH:7]([O:56][Si:57]([C:60]([CH3:61])([CH3:62])[CH3:63])([CH3:58])[CH3:59])[CH2:6][C:5]1=[O:64])[CH:2]=[CH2:3], predict the reactants needed to synthesize it. The reactants are: [CH2:1]([CH:4]1[CH:30]=[C:29]([CH3:31])[CH2:28][CH:27]([CH3:32])[CH2:26][CH:25]([O:33][CH3:34])[CH:24]2[O:35][C:20]([OH:39])([CH:21]([CH3:38])[CH2:22][CH:23]2[O:36][CH3:37])[C:19](=[O:40])[C:18](=[O:41])[N:17]2[CH:12]([CH2:13][CH2:14][CH2:15][CH2:16]2)[C:11](=[O:42])[O:10][CH:9]([C:43]([CH3:54])=[CH:44][CH:45]2[CH2:50][CH2:49][CH:48]([OH:51])[CH:47]([O:52][CH3:53])[CH2:46]2)[CH:8]([CH3:55])[CH:7]([O:56][Si:57]([C:60]([CH3:63])([CH3:62])[CH3:61])([CH3:59])[CH3:58])[CH2:6][C:5]1=[O:64])[CH:2]=[CH2:3].[C:65]([Si:69]([CH3:83])([CH3:82])[O:70][C:71](=[O:81])[CH2:72][CH2:73][CH2:74][CH2:75][CH2:76][CH2:77][C:78](O)=[O:79])([CH3:68])([CH3:67])[CH3:66].CN(C1C=CC=CN=1)C.Cl.CN(C)CCCN=C=NCC.